This data is from Forward reaction prediction with 1.9M reactions from USPTO patents (1976-2016). The task is: Predict the product of the given reaction. (1) Given the reactants [Cl:1][C:2]1[CH:3]=[C:4]([CH2:18][N:19]2[C:23]([CH3:24])=[CH:22][C:21]([C:25]([OH:27])=O)=[N:20]2)[C:5]2[O:9][C:8]([C:10]3[CH:15]=[CH:14][C:13]([Cl:16])=[CH:12][CH:11]=3)=[CH:7][C:6]=2[CH:17]=1.C(N1CCOCC1)C.[NH2:36][CH2:37][CH:38]1[CH2:43][CH2:42][N:41]([C:44]([O:46][C:47]([CH3:50])([CH3:49])[CH3:48])=[O:45])[CH2:40][CH2:39]1.O.ON1C2C=CC=CC=2N=N1.CN(C)CCCN=C=NCC, predict the reaction product. The product is: [Cl:1][C:2]1[CH:3]=[C:4]([CH2:18][N:19]2[C:23]([CH3:24])=[CH:22][C:21]([C:25]([NH:36][CH2:37][CH:38]3[CH2:43][CH2:42][N:41]([C:44]([O:46][C:47]([CH3:50])([CH3:49])[CH3:48])=[O:45])[CH2:40][CH2:39]3)=[O:27])=[N:20]2)[C:5]2[O:9][C:8]([C:10]3[CH:15]=[CH:14][C:13]([Cl:16])=[CH:12][CH:11]=3)=[CH:7][C:6]=2[CH:17]=1. (2) Given the reactants [CH2:1]([O:4][C:5]1([CH3:34])[CH2:10][CH2:9][N:8]([C:11]2[N:16]3[N:17]=[C:18]([CH2:20]I)[CH:19]=[C:15]3[N:14]=[C:13]([CH3:22])[C:12]=2[C@H:23]([O:29][C:30]([CH3:33])([CH3:32])[CH3:31])[C:24]([O:26][CH2:27][CH3:28])=[O:25])[CH2:7][CH2:6]1)[CH:2]=[CH2:3].[CH2:35]([C:38]1[CH:43]=[C:42]([F:44])[C:41]([F:45])=[CH:40][C:39]=1[CH2:46][OH:47])[CH:36]=[CH2:37].[H-].[Na+], predict the reaction product. The product is: [CH2:35]([C:38]1[CH:43]=[C:42]([F:44])[C:41]([F:45])=[CH:40][C:39]=1[CH2:46][O:47][CH2:20][C:18]1[CH:19]=[C:15]2[N:14]=[C:13]([CH3:22])[C:12]([C@H:23]([O:29][C:30]([CH3:33])([CH3:32])[CH3:31])[C:24]([O:26][CH2:27][CH3:28])=[O:25])=[C:11]([N:8]3[CH2:9][CH2:10][C:5]([O:4][CH2:1][CH:2]=[CH2:3])([CH3:34])[CH2:6][CH2:7]3)[N:16]2[N:17]=1)[CH:36]=[CH2:37]. (3) Given the reactants [CH3:1][N:2]1[C:7]2=[CH:8][S:9][C:10](C)=[C:6]2[C:5](=[O:12])[N:4]([CH3:13])[C:3]1=[O:14].[Cl:15][C:16]1[CH:21]=[CH:20][C:19]([C:22]2[CH:26]=[C:25]([NH2:27])[O:24][N:23]=2)=[CH:18][CH:17]=1.CCN=C=NC[CH2:34][CH2:35]N(C)C.Cl.C1C=CC2N([OH:49])N=NC=2C=1, predict the reaction product. The product is: [Cl:15][C:16]1[CH:17]=[CH:18][C:19]([C:22]2[CH:26]=[C:25]([NH:27][C:34](=[O:49])[CH2:35][C:7]3[C:6]4[C:5](=[O:12])[N:4]([CH3:13])[C:3](=[O:14])[N:2]([CH3:1])[C:10]=4[S:9][CH:8]=3)[O:24][N:23]=2)=[CH:20][CH:21]=1.